From a dataset of NCI-60 drug combinations with 297,098 pairs across 59 cell lines. Regression. Given two drug SMILES strings and cell line genomic features, predict the synergy score measuring deviation from expected non-interaction effect. Drug 1: CC1=C(C=C(C=C1)NC(=O)C2=CC=C(C=C2)CN3CCN(CC3)C)NC4=NC=CC(=N4)C5=CN=CC=C5. Drug 2: CC1=C(C(=O)C2=C(C1=O)N3CC4C(C3(C2COC(=O)N)OC)N4)N. Cell line: UACC62. Synergy scores: CSS=27.4, Synergy_ZIP=-0.652, Synergy_Bliss=-1.74, Synergy_Loewe=-30.3, Synergy_HSA=-2.00.